Task: Predict the reactants needed to synthesize the given product.. Dataset: Full USPTO retrosynthesis dataset with 1.9M reactions from patents (1976-2016) Given the product [F:25][C:22]([F:23])([F:24])[C:14]1[CH:13]=[C:12]([NH:11][C:9](=[O:10])[CH2:8][C@@H:5]2[CH2:4][CH2:3][C@H:2]([NH:1][C:28](=[O:29])[C@@H:27]([OH:26])[C:31]([CH3:34])([CH3:33])[CH3:32])[CH2:7][CH2:6]2)[CH:17]=[C:16]([C:18]([F:19])([F:20])[F:21])[CH:15]=1, predict the reactants needed to synthesize it. The reactants are: [NH2:1][C@@H:2]1[CH2:7][CH2:6][C@H:5]([CH2:8][C:9]([NH:11][C:12]2[CH:17]=[C:16]([C:18]([F:21])([F:20])[F:19])[CH:15]=[C:14]([C:22]([F:25])([F:24])[F:23])[CH:13]=2)=[O:10])[CH2:4][CH2:3]1.[OH:26][C@@H:27]([C:31]([CH3:34])([CH3:33])[CH3:32])[C:28](O)=[O:29].CN(C(ON1N=NC2C=CC=NC1=2)=[N+](C)C)C.F[P-](F)(F)(F)(F)F.